Dataset: Reaction yield outcomes from USPTO patents with 853,638 reactions. Task: Predict the reaction yield, written as a fraction of the theoretical maximum amount of product (1.0 means a 100% yield; for example, 0.34 means a 34% yield). (1) The product is [Cl:19][C:17]1[CH:16]=[C:13]([CH:12]=[C:11]([O:10][C:5]2[C:6]([Cl:9])=[CH:7][CH:8]=[C:3]([CH2:2][N:25]3[C:21](=[O:31])[C:22]4[C:23](=[CH:27][CH:28]=[CH:29][CH:30]=4)[C:24]3=[O:26])[C:4]=2[F:20])[CH:18]=1)[C:14]#[N:15]. The yield is 0.900. The catalyst is CN(C=O)C. The reactants are Br[CH2:2][C:3]1[C:4]([F:20])=[C:5]([O:10][C:11]2[CH:12]=[C:13]([CH:16]=[C:17]([Cl:19])[CH:18]=2)[C:14]#[N:15])[C:6]([Cl:9])=[CH:7][CH:8]=1.[C:21]1(=[O:31])[NH:25][C:24](=[O:26])[C:23]2=[CH:27][CH:28]=[CH:29][CH:30]=[C:22]12.[K]. (2) The reactants are C(=O)(O)[O-].[Na+].[Cl:6][C:7]1[CH:26]=[CH:25][C:10]2[O:11][C:12]3[CH:24]=[CH:23][CH:22]=[CH:21][C:13]=3[C@@H:14]3[C@H:19]([NH2:20])[CH2:18][CH2:17][CH2:16][N:15]3[C:9]=2[CH:8]=1.Cl[C:28]([O:30][CH2:31][Cl:32])=[O:29].C(OCC)(=O)C. The catalyst is C(Cl)Cl. The product is [Cl:32][CH2:31][O:30][C:28](=[O:29])[NH:20][C@H:19]1[C@@H:14]2[N:15]([C:9]3[CH:8]=[C:7]([Cl:6])[CH:26]=[CH:25][C:10]=3[O:11][C:12]3[CH:24]=[CH:23][CH:22]=[CH:21][C:13]=32)[CH2:16][CH2:17][CH2:18]1. The yield is 0.880. (3) The reactants are [N:1]1[CH:6]=[CH:5][CH:4]=[C:3]([NH:7][C:8]2[CH:13]=[CH:12][CH:11]=[CH:10][C:9]=2[NH2:14])[CH:2]=1.[C:15](Cl)(=O)/[CH:16]=[CH:17]/[C:18]1[CH:23]=[CH:22][CH:21]=[CH:20][CH:19]=1. The catalyst is C1(C)C(C)=CC=CC=1. The product is [N:1]1[CH:6]=[CH:5][CH:4]=[C:3]([N:7]2[C:8]3[CH:13]=[CH:12][CH:11]=[CH:10][C:9]=3[N:14]=[C:15]2/[CH:16]=[CH:17]/[C:18]2[CH:23]=[CH:22][CH:21]=[CH:20][CH:19]=2)[CH:2]=1. The yield is 0.340. (4) The reactants are [C:1](Cl)(=[O:17])[CH2:2][CH2:3][CH2:4][CH2:5][CH2:6][CH2:7][CH2:8][CH2:9][CH2:10][CH2:11][CH2:12][CH2:13][CH2:14][CH2:15][CH3:16].[C:19]([N:36]([C@@H:42]1[C@H:46]([OH:47])[C@@H:45]([CH2:48][OH:49])[O:44][C@H:43]1[N:50]1[CH:57]=[CH:56][C:54](=[O:55])[NH:53][C:51]1=[O:52])[C:37](=[O:41])[CH2:38][CH2:39][NH2:40])([O:21][CH2:22][CH:23]1[C:35]2[C:30](=[CH:31][CH:32]=[CH:33][CH:34]=2)[C:29]2[C:24]1=[CH:25][CH:26]=[CH:27][CH:28]=2)=[O:20]. The catalyst is N1C=CC=CC=1. The product is [C:1]([C@@:46]1([OH:47])[C@@H:45]([CH:48]([C:1](=[O:17])[CH2:2][CH2:3][CH2:4][CH2:5][CH2:6][CH2:7][CH2:8][CH2:9][CH2:10][CH2:11][CH2:12][CH2:13][CH2:14][CH2:15][CH3:16])[OH:49])[O:44][C@@H:43]([N:50]2[CH:57]=[CH:56][C:54](=[O:55])[NH:53][C:51]2=[O:52])[C@@H:42]1[N:36]([C:19]([O:21][CH2:22][CH:23]1[C:24]2[C:29](=[CH:28][CH:27]=[CH:26][CH:25]=2)[C:30]2[C:35]1=[CH:34][CH:33]=[CH:32][CH:31]=2)=[O:20])[C:37](=[O:41])[CH2:38][CH2:39][NH2:40])(=[O:17])[CH2:2][CH2:3][CH2:4][CH2:5][CH2:6][CH2:7][CH2:8][CH2:9][CH2:10][CH2:11][CH2:12][CH2:13][CH2:14][CH2:15][CH3:16]. The yield is 0.650.